Dataset: Catalyst prediction with 721,799 reactions and 888 catalyst types from USPTO. Task: Predict which catalyst facilitates the given reaction. (1) Reactant: [CH3:1][O:2][C:3]1[CH:20]=[CH:19][C:6]([CH2:7][N:8]2[CH:17]=[C:16]3[C:10]([NH:11][CH2:12][CH2:13][CH2:14][C:15]3=[O:18])=[N:9]2)=[CH:5][CH:4]=1.O1CCOCCOCCOCCOCC1.CC([O-])(C)C.[Na+].Cl[CH2:43][CH2:44][CH2:45][N:46]1[CH2:51][CH2:50][O:49][CH2:48][CH2:47]1. Product: [CH3:1][O:2][C:3]1[CH:4]=[CH:5][C:6]([CH2:7][N:8]2[CH:17]=[C:16]3[C:10]([N:11]([CH2:43][CH2:44][CH2:45][N:46]4[CH2:51][CH2:50][O:49][CH2:48][CH2:47]4)[CH2:12][CH2:13][CH2:14][C:15]3=[O:18])=[N:9]2)=[CH:19][CH:20]=1. The catalyst class is: 1. (2) Reactant: C([O:3][C:4]([C:6]1[C:7]([O:23][CH3:24])=[C:8]2[C:12](=[CH:13][CH:14]=1)[NH:11][N:10]=[C:9]2/[CH:15]=[CH:16]/[C:17]1[CH:22]=[CH:21][N:20]=[CH:19][CH:18]=1)=[O:5])C.[OH-].[Na+:26].[C:27]([OH:30])(=[O:29])[CH3:28]. Product: [CH3:24][O:23][C:7]1[C:6]([C:4]([OH:5])=[O:3])=[CH:14][CH:13]=[C:12]2[C:8]=1[C:9](/[CH:15]=[CH:16]/[C:17]1[CH:18]=[CH:19][N:20]=[CH:21][CH:22]=1)=[N:10][NH:11]2.[C:27]([O-:30])(=[O:29])[CH3:28].[Na+:26]. The catalyst class is: 7.